Dataset: Reaction yield outcomes from USPTO patents with 853,638 reactions. Task: Predict the reaction yield, written as a fraction of the theoretical maximum amount of product (1.0 means a 100% yield; for example, 0.34 means a 34% yield). (1) The reactants are Cl.[CH3:2][NH:3][OH:4].C[O-].[Na+].[C:8]([C:10]1[CH:11]=[C:12]([C:16]2[CH:17]=[C:18]3[C:23](=[CH:24][CH:25]=2)[O:22][CH:21]([C:26]2[CH:27]=[N:28][CH:29]=[CH:30][CH:31]=2)[CH2:20]/[C:19]/3=[N:32]\[C:33]#[N:34])[CH:13]=[CH:14][CH:15]=1)#[N:9]. The catalyst is CO. The product is [NH2:34][C:33]1[N:3]([CH3:2])[O:4][C:19]2([C:18]3[C:23](=[CH:24][CH:25]=[C:16]([C:12]4[CH:11]=[C:10]([CH:15]=[CH:14][CH:13]=4)[C:8]#[N:9])[CH:17]=3)[O:22][CH:21]([C:26]3[CH:27]=[N:28][CH:29]=[CH:30][CH:31]=3)[CH2:20]2)[N:32]=1. The yield is 0.0300. (2) The reactants are [I:1][C:2]1[CH:3]=[C:4]([CH:10]=[CH:11][CH:12]=1)[C:5](OCC)=[O:6].O.[NH2:14][NH2:15]. The catalyst is C(O)C. The product is [I:1][C:2]1[CH:3]=[C:4]([CH:10]=[CH:11][CH:12]=1)[C:5]([NH:14][NH2:15])=[O:6]. The yield is 0.880. (3) The reactants are [C:1]([O:5][C:6]([C:8]1[C:9]([C:14]2[CH:19]=[CH:18][C:17]([CH2:20]Br)=[CH:16][CH:15]=2)=[CH:10][CH:11]=[CH:12][CH:13]=1)=[O:7])([CH3:4])([CH3:3])[CH3:2].[NH2:22][CH2:23][CH2:24][NH:25][C:26]([O:28][C:29]([CH3:32])([CH3:31])[CH3:30])=[O:27].C(=O)([O-])[O-].[K+].[K+]. The catalyst is C1COCC1. The product is [C:1]([O:5][C:6]([C:8]1[C:9]([C:14]2[CH:19]=[CH:18][C:17]([CH2:20][NH:22][CH2:23][CH2:24][NH:25][C:26]([O:28][C:29]([CH3:32])([CH3:31])[CH3:30])=[O:27])=[CH:16][CH:15]=2)=[CH:10][CH:11]=[CH:12][CH:13]=1)=[O:7])([CH3:4])([CH3:3])[CH3:2]. The yield is 0.984. (4) The reactants are [F:1][C:2]1[CH:26]=[CH:25][C:5]([CH2:6][CH:7]2[CH2:12][CH2:11][N:10]([CH2:13][C:14]([NH:16][C:17]3[CH:22]=[CH:21][C:20]([Cl:23])=[C:19]([Cl:24])[CH:18]=3)=O)[CH2:9][CH2:8]2)=[CH:4][CH:3]=1.CSC.B.CO.Cl. The catalyst is C1COCC1.C(OCC)C. The product is [Cl:24][C:19]1[CH:18]=[C:17]([CH:22]=[CH:21][C:20]=1[Cl:23])[NH:16][CH2:14][CH2:13][N:10]1[CH2:11][CH2:12][CH:7]([CH2:6][C:5]2[CH:4]=[CH:3][C:2]([F:1])=[CH:26][CH:25]=2)[CH2:8][CH2:9]1. The yield is 0.900. (5) The reactants are [CH3:1][C@H:2]1[CH2:7][N:6]([C:8]2[C:17]3[C:12](=[CH:13][CH:14]=[C:15]([O:18][CH3:19])[CH:16]=3)[C:11](=O)[NH:10][CH:9]=2)[CH2:5][C@@H:4]([CH3:21])[O:3]1.O=P(Cl)(Cl)[Cl:24]. No catalyst specified. The product is [Cl:24][C:11]1[C:12]2[C:17](=[CH:16][C:15]([O:18][CH3:19])=[CH:14][CH:13]=2)[C:8]([N:6]2[CH2:7][CH:2]([CH3:1])[O:3][CH:4]([CH3:21])[CH2:5]2)=[CH:9][N:10]=1. The yield is 0.490. (6) The reactants are Cl[C:2]1[CH:7]=[C:6]([CH2:8][CH2:9][C:10]([CH:12]2[CH2:16][CH2:15][CH2:14][CH2:13]2)=[O:11])[C:5]([O:17][CH2:18][CH3:19])=[CH:4][N:3]=1.C(=O)([O-])[O-].[K+].[K+].[CH2:26](B(CC)CC)[CH3:27]. The catalyst is CN(C=O)C.C1C=CC([P]([Pd]([P](C2C=CC=CC=2)(C2C=CC=CC=2)C2C=CC=CC=2)([P](C2C=CC=CC=2)(C2C=CC=CC=2)C2C=CC=CC=2)[P](C2C=CC=CC=2)(C2C=CC=CC=2)C2C=CC=CC=2)(C2C=CC=CC=2)C2C=CC=CC=2)=CC=1. The product is [CH:12]1([C:10](=[O:11])[CH2:9][CH2:8][C:6]2[C:5]([O:17][CH2:18][CH3:19])=[CH:4][N:3]=[C:2]([CH2:26][CH3:27])[CH:7]=2)[CH2:16][CH2:15][CH2:14][CH2:13]1. The yield is 0.680. (7) The reactants are [CH2:1]([O:3][C:4]1[CH:9]=[C:8]([O:10]CC2C=CC(OC)=CC=2)[N:7]=[CH:6][C:5]=1[C:20]1[CH:25]=[CH:24][C:23]([CH2:26][C:27]([NH:29][C:30]2[O:34][N:33]=[C:32]([C:35]([CH3:41])([CH3:40])[C:36]([F:39])([F:38])[F:37])[CH:31]=2)=[O:28])=[C:22]([F:42])[CH:21]=1)[CH3:2].C(O)(C(F)(F)F)=O. The catalyst is C(Cl)Cl. The product is [CH2:1]([O:3][C:4]1[C:5]([C:20]2[CH:25]=[CH:24][C:23]([CH2:26][C:27]([NH:29][C:30]3[O:34][N:33]=[C:32]([C:35]([CH3:41])([CH3:40])[C:36]([F:38])([F:39])[F:37])[CH:31]=3)=[O:28])=[C:22]([F:42])[CH:21]=2)=[CH:6][NH:7][C:8](=[O:10])[CH:9]=1)[CH3:2]. The yield is 0.367.